This data is from Reaction yield outcomes from USPTO patents with 853,638 reactions. The task is: Predict the reaction yield, written as a fraction of the theoretical maximum amount of product (1.0 means a 100% yield; for example, 0.34 means a 34% yield). (1) The reactants are [OH:1][C:2]1[CH:7]=[C:6]([CH3:8])[CH:5]=[C:4]([OH:9])[C:3]=1[C:10](=[O:12])[CH3:11].[CH2:13](Br)[C:14]1[CH:19]=[CH:18][CH:17]=[CH:16][CH:15]=1.C(=O)([O-])[O-].[K+].[K+].O. The catalyst is CN(C)C=O.C(OCC)(=O)C. The product is [CH2:13]([O:1][C:2]1[CH:7]=[C:6]([CH3:8])[CH:5]=[C:4]([O:9][CH2:10][C:3]2[CH:4]=[CH:5][CH:6]=[CH:7][CH:2]=2)[C:3]=1[C:10](=[O:12])[CH3:11])[C:14]1[CH:19]=[CH:18][CH:17]=[CH:16][CH:15]=1. The yield is 0.400. (2) The reactants are [CH3:1][N:2]([CH2:17][C:18]1[CH:27]=[CH:26][C:21]([C:22]([O:24][CH3:25])=[O:23])=[CH:20][CH:19]=1)[C:3]1[S:4][CH:5]=[C:6]([C:8]2[CH:13]=[CH:12][C:11]([N+:14]([O-])=O)=[CH:10][CH:9]=2)[N:7]=1. The catalyst is C(O)C.O1CCCC1.[C].[Pd]. The product is [NH2:14][C:11]1[CH:12]=[CH:13][C:8]([C:6]2[N:7]=[C:3]([N:2]([CH2:17][C:18]3[CH:19]=[CH:20][C:21]([C:22]([O:24][CH3:25])=[O:23])=[CH:26][CH:27]=3)[CH3:1])[S:4][CH:5]=2)=[CH:9][CH:10]=1. The yield is 0.990. (3) The reactants are Cl[C:2]([O:4][CH:5]=[CH2:6])=[O:3].[CH2:7]([OH:25])[CH2:8][CH2:9][CH2:10][CH2:11][CH2:12][CH2:13][CH2:14]/[CH:15]=[CH:16]\[CH2:17][CH2:18][CH2:19][CH2:20][CH2:21][CH2:22][CH2:23][CH3:24].N1C=CC=CC=1. No catalyst specified. The product is [C:2](=[O:3])([O:4][CH:5]=[CH2:6])[O:25][CH2:7][CH2:8][CH2:9][CH2:10][CH2:11][CH2:12][CH2:13][CH2:14]/[CH:15]=[CH:16]\[CH2:17][CH2:18][CH2:19][CH2:20][CH2:21][CH2:22][CH2:23][CH3:24]. The yield is 0.950. (4) The reactants are [CH3:1][C:2]([O:9][C:10]1[CH:11]=[CH:12][CH:13]=[C:14]2[C:19]=1[N:18]=[CH:17][CH:16]=[CH:15]2)([CH3:8])[C:3]([O:5]CC)=O.[NH2:20][CH2:21][CH:22]([OH:34])[CH2:23][N:24]1[CH2:33][CH2:32][C:31]2[C:26](=[CH:27][CH:28]=[CH:29][CH:30]=2)[CH2:25]1. The catalyst is CCO. The product is [CH2:25]1[C:26]2[C:31](=[CH:30][CH:29]=[CH:28][CH:27]=2)[CH2:32][CH2:33][N:24]1[CH2:23][CH:22]([OH:34])[CH2:21][NH:20][C:3](=[O:5])[C:2]([CH3:1])([O:9][C:10]1[CH:11]=[CH:12][CH:13]=[C:14]2[C:19]=1[N:18]=[CH:17][CH:16]=[CH:15]2)[CH3:8]. The yield is 0.101. (5) The reactants are [Cl:1][C:2]1[C:3]([OH:26])=[C:4]([CH2:12][N:13]2[CH2:18][CH2:17][N:16]([C:19]([O:21][C:22]([CH3:25])([CH3:24])[CH3:23])=[O:20])[CH2:15][CH2:14]2)[C:5]2[O:9][CH2:8][C:7](=[O:10])[C:6]=2[CH:11]=1.[F:27][C:28]1[CH:29]=[C:30]2[C:34](=[CH:35][CH:36]=1)[NH:33][N:32]=[C:31]2[CH:37]=O.N1CCCCC1. The catalyst is CO. The product is [Cl:1][C:2]1[C:3]([OH:26])=[C:4]([CH2:12][N:13]2[CH2:18][CH2:17][N:16]([C:19]([O:21][C:22]([CH3:23])([CH3:25])[CH3:24])=[O:20])[CH2:15][CH2:14]2)[C:5]2[O:9]/[C:8](=[CH:37]\[C:31]3[C:30]4[C:34](=[CH:35][CH:36]=[C:28]([F:27])[CH:29]=4)[NH:33][N:32]=3)/[C:7](=[O:10])[C:6]=2[CH:11]=1. The yield is 0.360. (6) The reactants are CC1C=CC(S(O[CH2:12][CH2:13][CH:14]([OH:59])[CH2:15][N:16]([C:21]2[C:40]([C:41]3[CH:46]=[CH:45][C:44]([O:47][CH3:48])=[C:43]([C:49]4[O:50][C:51]5[CH:57]=[CH:56][CH:55]=[C:54]([F:58])[C:52]=5[N:53]=4)[CH:42]=3)=[CH:39][C:24]3[C:25]([C:35](=[O:38])[NH:36][CH3:37])=[C:26]([C:28]4[CH:33]=[CH:32][C:31]([F:34])=[CH:30][CH:29]=4)[O:27][C:23]=3[CH:22]=2)[S:17]([CH3:20])(=[O:19])=[O:18])(=O)=O)=CC=1.[F-:60].[Cs+].O. The catalyst is CC(O)(C)C. The product is [F:60][CH2:12][CH2:13][CH:14]([OH:59])[CH2:15][N:16]([C:21]1[C:40]([C:41]2[CH:46]=[CH:45][C:44]([O:47][CH3:48])=[C:43]([C:49]3[O:50][C:51]4[CH:57]=[CH:56][CH:55]=[C:54]([F:58])[C:52]=4[N:53]=3)[CH:42]=2)=[CH:39][C:24]2[C:25]([C:35]([NH:36][CH3:37])=[O:38])=[C:26]([C:28]3[CH:33]=[CH:32][C:31]([F:34])=[CH:30][CH:29]=3)[O:27][C:23]=2[CH:22]=1)[S:17]([CH3:20])(=[O:19])=[O:18]. The yield is 0.730.